From a dataset of Peptide-MHC class II binding affinity with 134,281 pairs from IEDB. Regression. Given a peptide amino acid sequence and an MHC pseudo amino acid sequence, predict their binding affinity value. This is MHC class II binding data. The peptide sequence is NPDILRVYANLGERV. The MHC is DRB1_0401 with pseudo-sequence DRB1_0401. The binding affinity (normalized) is 0.219.